This data is from Full USPTO retrosynthesis dataset with 1.9M reactions from patents (1976-2016). The task is: Predict the reactants needed to synthesize the given product. (1) Given the product [O:23]([CH2:22][C:14]1[CH:15]=[C:16]2[C:17](=[O:18])[NH:9][CH2:10][CH2:11][N:12]2[N:13]=1)[C:24]1[CH:29]=[CH:28][CH:27]=[CH:26][CH:25]=1, predict the reactants needed to synthesize it. The reactants are: Cl.C(OC([NH:9][CH:10](C)[CH2:11][N:12]1[C:16]([C:17](OCC)=[O:18])=[CH:15][C:14]([CH2:22][O:23][C:24]2[CH:29]=[CH:28][CH:27]=[CH:26][CH:25]=2)=[N:13]1)=O)(C)(C)C. (2) Given the product [CH2:26]([N:23]1[CH2:24][CH2:25][CH:21]([CH:19]([C:16]2([CH2:14][OH:13])[CH2:18][CH2:17]2)[OH:20])[CH2:22]1)[C:27]1[CH:28]=[CH:29][CH:30]=[CH:31][CH:32]=1, predict the reactants needed to synthesize it. The reactants are: [Al+3].[Cl-].[Cl-].[Cl-].[H-].[H-].[H-].[H-].[Li+].[Al+3].C([O:13][C:14]([C:16]1([C:19](=[C:21]2[CH2:25][CH2:24][N:23]([CH2:26][C:27]3[CH:32]=[CH:31][CH:30]=[CH:29][CH:28]=3)[C:22]2=O)[OH:20])[CH2:18][CH2:17]1)=O)C.Cl. (3) The reactants are: Cl[C:2]1[CH:7]=[CH:6][C:5]([CH2:8][O:9][CH2:10][C:11]2[CH:16]=[CH:15][C:14]([C:17]3[CH:22]=[CH:21][CH:20]=[CH:19][CH:18]=3)=[CH:13][CH:12]=2)=[CH:4][N:3]=1.C1(P(C2CCCCC2)C2C=CC=CC=2C2C=CC=CC=2)CCCCC1.C[Si]([N-:52][Si](C)(C)C)(C)C.[Li+].Cl.C(=O)([O-])[O-].[Na+].[Na+]. Given the product [C:17]1([C:14]2[CH:15]=[CH:16][C:11]([CH2:10][O:9][CH2:8][C:5]3[CH:6]=[CH:7][C:2]([NH2:52])=[N:3][CH:4]=3)=[CH:12][CH:13]=2)[CH:22]=[CH:21][CH:20]=[CH:19][CH:18]=1, predict the reactants needed to synthesize it. (4) Given the product [CH2:6]([NH:7][C:2]1[NH:26][C:3]2[C:2]([N:1]=1)=[N:7][CH:6]=[C:5]([C:8]1[CH:9]=[CH:10][C:11]3[O:17][CH2:16][CH2:15][N:14]([C:18]4[CH:35]=[CH:34][N:33]=[CH:32][N:31]=4)[CH2:13][C:12]=3[CH:25]=1)[CH:4]=2)[CH3:5], predict the reactants needed to synthesize it. The reactants are: [NH2:1][C:2]1[N:7]=[CH:6][C:5]([C:8]2[CH:9]=[CH:10][C:11]3[O:17][CH2:16][CH2:15][N:14]([C:18](OC(C)(C)C)=O)[CH2:13][C:12]=3[CH:25]=2)=[CH:4][C:3]=1[N+:26]([O-])=O.ClC1[CH:35]=[CH:34][N:33]=[CH:32][N:31]=1. (5) Given the product [Cl:18][C:17]1[C:12]([NH:11][C@@H:5]2[C@@H:6]3[CH2:10][C@@H:9]([CH:8]=[CH:7]3)[C@@H:4]2[C:1]([NH2:2])=[O:3])=[C:13]2[N:21]=[C:20]([C:22]3[CH:42]=[CH:41][CH:40]=[C:24]([C:25]([N:27]4[CH2:32][CH2:31][NH:30][CH2:29][CH2:28]4)=[O:26])[CH:23]=3)[NH:19][C:14]2=[N:15][CH:16]=1, predict the reactants needed to synthesize it. The reactants are: [C:1]([C@H:4]1[C@H:9]2[CH2:10][C@H:6]([CH:7]=[CH:8]2)[C@H:5]1[NH:11][C:12]1[C:17]([Cl:18])=[CH:16][N:15]=[C:14]2[NH:19][C:20]([C:22]3[CH:23]=[C:24]([CH:40]=[CH:41][CH:42]=3)[C:25]([N:27]3[CH2:32][CH2:31][N:30](C(OC(C)(C)C)=O)[CH2:29][CH2:28]3)=[O:26])=[N:21][C:13]=12)(=[O:3])[NH2:2]. (6) Given the product [CH2:1]([O:8][C:9]1[C:14]([C:15]2[CH:16]=[CH:17][C:18]([CH3:21])=[CH:19][CH:20]=2)=[CH:13][C:12]([CH:22]([OH:23])[C:28]#[CH:29])=[CH:11][C:10]=1[C:24]([CH3:27])([CH3:26])[CH3:25])[C:2]1[CH:7]=[CH:6][CH:5]=[CH:4][CH:3]=1, predict the reactants needed to synthesize it. The reactants are: [CH2:1]([O:8][C:9]1[C:14]([C:15]2[CH:20]=[CH:19][C:18]([CH3:21])=[CH:17][CH:16]=2)=[CH:13][C:12]([CH:22]=[O:23])=[CH:11][C:10]=1[C:24]([CH3:27])([CH3:26])[CH3:25])[C:2]1[CH:7]=[CH:6][CH:5]=[CH:4][CH:3]=1.[C:28]([Mg]Br)#[CH:29].[Cl-].[NH4+].